This data is from Full USPTO retrosynthesis dataset with 1.9M reactions from patents (1976-2016). The task is: Predict the reactants needed to synthesize the given product. (1) Given the product [F:7][CH:2]([F:6])[O:37][C:33]1[CH:32]=[C:31]2[C:36]([C:27]([O:26][CH2:25][C:22]3[N:20]4[CH:21]=[C:16]([C:14]5[O:13][N:12]=[C:11]([CH3:10])[CH:15]=5)[CH:17]=[CH:18][C:19]4=[N:24][N:23]=3)=[CH:28][CH:29]=[N:30]2)=[CH:35][CH:34]=1, predict the reactants needed to synthesize it. The reactants are: Cl[C:2]([F:7])([F:6])C([O-])=O.[Na+].Br.[CH3:10][C:11]1[CH:15]=[C:14]([C:16]2[CH:17]=[CH:18][C:19]3[N:20]([C:22]([CH2:25][O:26][C:27]4[C:36]5[C:31](=[CH:32][C:33]([OH:37])=[CH:34][CH:35]=5)[N:30]=[CH:29][CH:28]=4)=[N:23][N:24]=3)[CH:21]=2)[O:13][N:12]=1.C(=O)([O-])[O-].[Cs+].[Cs+].CN(C=O)C. (2) Given the product [Cl:1][C:2]1[CH:3]=[C:4]2[C:8](=[CH:9][CH:10]=1)[CH:7]([OH:11])[CH:6]([S:12]([CH3:15])(=[O:14])=[O:13])[CH2:5]2, predict the reactants needed to synthesize it. The reactants are: [Cl:1][C:2]1[CH:3]=[C:4]2[C:8](=[CH:9][CH:10]=1)[C:7](=[O:11])[CH:6]([S:12]([CH3:15])(=[O:14])=[O:13])[CH2:5]2.[BH4-].[Na+].Cl. (3) Given the product [Br:1][C:2]1[CH:7]=[C:6]([N+:8]([O-:10])=[O:9])[C:5]([NH:11][C:20](=[O:21])[CH3:19])=[C:4]([O:12][CH3:13])[CH:3]=1, predict the reactants needed to synthesize it. The reactants are: [Br:1][C:2]1[CH:7]=[C:6]([N+:8]([O-:10])=[O:9])[C:5]([NH2:11])=[C:4]([O:12][CH3:13])[CH:3]=1.OS(O)(=O)=O.[CH3:19][C:20](O)=[O:21]. (4) The reactants are: [CH3:1][C:2]1([CH3:20])[O:7][CH2:6][CH:5]([NH:8][C:9]2[C:14]([N+:15]([O-])=O)=[CH:13][CH:12]=[C:11]([O:18][CH3:19])[N:10]=2)[CH2:4][O:3]1.[H][H]. Given the product [CH3:1][C:2]1([CH3:20])[O:7][CH2:6][CH:5]([NH:8][C:9]2[C:14]([NH2:15])=[CH:13][CH:12]=[C:11]([O:18][CH3:19])[N:10]=2)[CH2:4][O:3]1, predict the reactants needed to synthesize it. (5) Given the product [C:26]([O:21][C:19](=[O:20])[C:18]1[CH:22]=[CH:23][CH:24]=[C:16]([S:13](=[O:15])(=[O:14])[NH2:30])[CH:17]=1)([CH3:28])([CH3:27])[CH3:25], predict the reactants needed to synthesize it. The reactants are: S(=O)(=O)(O)O.[O-]S([O-])(=O)=O.[Mg+2].Cl[S:13]([C:16]1[CH:17]=[C:18]([CH:22]=[CH:23][CH:24]=1)[C:19]([OH:21])=[O:20])(=[O:15])=[O:14].[CH3:25][C:26](O)([CH3:28])[CH3:27].[NH3:30]. (6) Given the product [Br:1][C:2]1[C:10]2[N:9]([C:11]3[CH:12]=[CH:13][C:14]([F:17])=[CH:15][CH:16]=3)[N:8]=[CH:7][C:6]=2[CH:5]=[C:4]2[C@@:18]3([C:28]#[N:29])[CH2:26][CH2:25][C@@:24]([OH:27])([C:62]([F:64])([F:63])[F:61])[CH2:23][C@@H:19]3[CH2:20][CH2:21][O:22][C:3]=12.[Br:30][C:31]1[C:39]2[N:38]([C:40]3[CH:41]=[CH:42][C:43]([F:46])=[CH:44][CH:45]=3)[N:37]=[CH:36][C:35]=2[CH:34]=[C:33]2[C@:47]3([C:57]#[N:58])[CH2:55][CH2:54][C@:53]([OH:56])([C:62]([F:64])([F:63])[F:61])[CH2:52][C@H:48]3[CH2:49][CH2:50][O:51][C:32]=12, predict the reactants needed to synthesize it. The reactants are: [Br:1][C:2]1[C:10]2[N:9]([C:11]3[CH:16]=[CH:15][C:14]([F:17])=[CH:13][CH:12]=3)[N:8]=[CH:7][C:6]=2[CH:5]=[C:4]2[C@@:18]3([C:28]#[N:29])[CH2:26][CH2:25][C:24](=[O:27])[CH2:23][C@@H:19]3[CH2:20][CH2:21][O:22][C:3]=12.[Br:30][C:31]1[C:39]2[N:38]([C:40]3[CH:45]=[CH:44][C:43]([F:46])=[CH:42][CH:41]=3)[N:37]=[CH:36][C:35]=2[CH:34]=[C:33]2[C@:47]3([C:57]#[N:58])[CH2:55][CH2:54][C:53](=[O:56])[CH2:52][C@H:48]3[CH2:49][CH2:50][O:51][C:32]=12.[F-].[Cs+].[F:61][C:62]([Si](C)(C)C)([F:64])[F:63].CCCC[N+](CCCC)(CCCC)CCCC.[F-]. (7) The reactants are: [NH2:1][C:2]1[C:7]([C:8]([C:10]2[C:15]([O:16][CH3:17])=[CH:14][CH:13]=[C:12]([F:18])[C:11]=2[F:19])=[S:9])=[CH:6][N:5]=[C:4]([NH:20][CH:21]2[CH2:26][CH2:25][N:24]([S:27]([CH3:30])(=[O:29])=[O:28])[CH2:23][CH2:22]2)[N:3]=1.NC1C(C(C2C(OC)=CC=C(F)C=2F)=S)=CN=C(NC2CCC(S(C[CH2:61][CH2:62][N:63]3[CH2:68][CH2:67][O:66][CH2:65][CH2:64]3)(=O)=O)CC2)N=1.NC1C(C(C2C(OC)=CC=C(F)C=2F)=O)=CN=C(NC2CCC(S(CCCN3CCOCC3)(=O)=O)CC2)N=1. Given the product [NH2:1][C:2]1[C:7]([C:8]([C:10]2[C:15]([O:16][CH3:17])=[CH:14][CH:13]=[C:12]([F:18])[C:11]=2[F:19])=[S:9])=[CH:6][N:5]=[C:4]([NH:20][CH:21]2[CH2:26][CH2:25][N:24]([S:27]([CH2:30][CH2:61][CH2:62][N:63]3[CH2:68][CH2:67][O:66][CH2:65][CH2:64]3)(=[O:28])=[O:29])[CH2:23][CH2:22]2)[N:3]=1, predict the reactants needed to synthesize it. (8) Given the product [F:21][C:20]([F:23])([F:22])[C:24]([OH:27])=[O:25].[Cl:1][C:2]1[CH:7]=[CH:6][C:5]([O:8][C:9]2[CH:14]=[CH:13][C:12]([CH2:15][NH:16][C:17]3[NH:19][CH:33]=[C:32]([CH2:37][C:38]4[CH:39]=[N:40][N:41]([CH3:43])[CH:42]=4)[C:31](=[O:30])[N:18]=3)=[CH:11][CH:10]=2)=[CH:4][C:3]=1[C:20]([F:21])([F:22])[F:23], predict the reactants needed to synthesize it. The reactants are: [Cl:1][C:2]1[CH:7]=[CH:6][C:5]([O:8][C:9]2[CH:14]=[CH:13][C:12]([CH2:15][NH:16][C:17]([NH2:19])=[NH:18])=[CH:11][CH:10]=2)=[CH:4][C:3]=1[C:20]([F:23])([F:22])[F:21].[C:24]([O-:27])([O-])=[O:25].[Cs+].[Cs+].[OH:30]/[CH:31]=[C:32](/[CH2:37][C:38]1[CH:39]=[N:40][N:41]([CH3:43])[CH:42]=1)\[C:33](OC)=O. (9) Given the product [F:1][C:2]1[CH:7]=[CH:6][C:5]([N+:12]([O-:14])=[O:13])=[CH:4][C:3]=1[CH2:8][C:9]([OH:11])=[O:10], predict the reactants needed to synthesize it. The reactants are: [F:1][C:2]1[CH:7]=[CH:6][CH:5]=[CH:4][C:3]=1[CH2:8][C:9]([OH:11])=[O:10].[N+:12]([O-])([OH:14])=[O:13]. (10) Given the product [C:1]1([C:19]2[CH:20]=[CH:21][CH:22]=[CH:23][CH:24]=2)[CH:2]=[CH:3][C:4]([CH:7]2[C:14]3[CH:13]=[C:12]([C:15]([O:17][CH3:18])=[O:16])[NH:11][C:10]=3[CH2:9][CH2:8]2)=[CH:5][CH:6]=1, predict the reactants needed to synthesize it. The reactants are: [C:1]1([C:19]2[CH:24]=[CH:23][CH:22]=[CH:21][CH:20]=2)[CH:6]=[CH:5][C:4]([C:7]2[C:14]3[CH:13]=[C:12]([C:15]([O:17][CH3:18])=[O:16])[NH:11][C:10]=3[CH2:9][CH:8]=2)=[CH:3][CH:2]=1.